From a dataset of Catalyst prediction with 721,799 reactions and 888 catalyst types from USPTO. Predict which catalyst facilitates the given reaction. Product: [F:1][C:2]([F:21])([F:20])[C:3]1[CH:4]=[C:5]([CH2:9][C:10]([C:12]2[CH:19]=[CH:18][C:15]([CH2:16][N:22]3[CH2:25][CH:24]([C:26]([OH:28])=[O:27])[CH2:23]3)=[CH:14][CH:13]=2)=[O:11])[CH:6]=[CH:7][CH:8]=1. Reactant: [F:1][C:2]([F:21])([F:20])[C:3]1[CH:4]=[C:5]([CH2:9][C:10]([C:12]2[CH:19]=[CH:18][C:15]([CH:16]=O)=[CH:14][CH:13]=2)=[O:11])[CH:6]=[CH:7][CH:8]=1.[NH:22]1[CH2:25][CH:24]([C:26]([OH:28])=[O:27])[CH2:23]1.CC(O)=O.[BH3-]C#N.[Na+]. The catalyst class is: 5.